This data is from Forward reaction prediction with 1.9M reactions from USPTO patents (1976-2016). The task is: Predict the product of the given reaction. (1) Given the reactants [OH-].[Na+].[Cl:3][C:4]1[C:5]([CH3:42])=[C:6]([NH:10][C:11]([C:13]2[C:21]3[N:20]=[C:19]([NH:22][CH2:23][C:24]([CH3:28])([CH3:27])[CH2:25][OH:26])[NH:18][C:17]=3[CH:16]=[C:15]([NH:29][C:30]([C:32]3[CH:37]=[CH:36][CH:35]=[CH:34][C:33]=3[C:38]([F:41])([F:40])[F:39])=[O:31])[CH:14]=2)=[O:12])[CH:7]=[CH:8][CH:9]=1.[CH3:43]I, predict the reaction product. The product is: [Cl:3][C:4]1[C:5]([CH3:42])=[C:6]([NH:10][C:11]([C:13]2[C:21]3[N:20]=[C:19]([NH:22][CH2:23][C:24]([CH3:28])([CH3:27])[CH2:25][OH:26])[N:18]([CH3:43])[C:17]=3[CH:16]=[C:15]([NH:29][C:30]([C:32]3[CH:37]=[CH:36][CH:35]=[CH:34][C:33]=3[C:38]([F:39])([F:40])[F:41])=[O:31])[CH:14]=2)=[O:12])[CH:7]=[CH:8][CH:9]=1. (2) Given the reactants [Cl:1][C:2]1[CH:3]=[C:4]([OH:8])[CH:5]=[CH:6][CH:7]=1.[Cl-].[Al+3].[Cl-].[Cl-].CS[C:15]#[N:16].[OH-].[Na+], predict the reaction product. The product is: [Cl:1][C:2]1[CH:7]=[CH:6][C:5]([C:15]#[N:16])=[C:4]([OH:8])[CH:3]=1.